This data is from Full USPTO retrosynthesis dataset with 1.9M reactions from patents (1976-2016). The task is: Predict the reactants needed to synthesize the given product. (1) Given the product [C:15]([C:14]1[CH:13]=[C:12]([CH:19]=[CH:18][CH:17]=1)[O:11][C:6]1[C:7]([CH3:10])=[N:8][CH:9]=[C:4]([CH2:1][NH:21][C:22]2[CH:29]=[CH:28][C:25]([C:26]#[N:27])=[CH:24][CH:23]=2)[C:5]=1[CH3:20])#[N:16], predict the reactants needed to synthesize it. The reactants are: [C:1]([C:4]1[C:5]([CH3:20])=[C:6]([O:11][C:12]2[CH:13]=[C:14]([CH:17]=[CH:18][CH:19]=2)[C:15]#[N:16])[C:7]([CH3:10])=[N:8][CH:9]=1)(O)=O.[NH2:21][C:22]1[CH:29]=[CH:28][C:25]([C:26]#[N:27])=[CH:24][CH:23]=1. (2) Given the product [CH:1]([O:4][C:5]([N:7]1[CH2:12][CH2:11][CH:10]([O:13][CH2:14][C:15]2[O:19][N:18]=[C:17]([C:20]3[CH:25]=[N:24][C:23]([OH:26])=[N:22][CH:21]=3)[N:16]=2)[CH2:9][CH2:8]1)=[O:6])([CH3:3])[CH3:2], predict the reactants needed to synthesize it. The reactants are: [CH:1]([O:4][C:5]([N:7]1[CH2:12][CH2:11][CH:10]([O:13][CH2:14][C:15]2[O:19][N:18]=[C:17]([C:20]3[CH:21]=[N:22][C:23]([O:26]C)=[N:24][CH:25]=3)[N:16]=2)[CH2:9][CH2:8]1)=[O:6])([CH3:3])[CH3:2].[I-].[Na+].C[Si](Cl)(C)C. (3) Given the product [F:1][C:2]1[CH:7]=[CH:6][CH:5]=[C:4]([F:8])[C:3]=1[N:9]1[C:14]2[N:15]=[C:16]([N:29]3[CH2:30][CH2:31][CH:32]([N:35]4[CH2:36][CH2:37][CH:38]([CH3:41])[CH2:39][CH2:40]4)[CH2:33][CH2:34]3)[N:17]=[C:18]([C:19]3[CH:20]=[C:21]([CH:25]=[CH:26][C:27]=3[CH3:28])[C:22]([NH:77][CH2:76][C:75]([CH3:79])([CH3:78])[CH3:74])=[O:23])[C:13]=2[CH:12]=[CH:11][C:10]1=[O:42], predict the reactants needed to synthesize it. The reactants are: [F:1][C:2]1[CH:7]=[CH:6][CH:5]=[C:4]([F:8])[C:3]=1[N:9]1[C:14]2[N:15]=[C:16]([N:29]3[CH2:34][CH2:33][CH:32]([N:35]4[CH2:40][CH2:39][CH:38]([CH3:41])[CH2:37][CH2:36]4)[CH2:31][CH2:30]3)[N:17]=[C:18]([C:19]3[CH:20]=[C:21]([CH:25]=[CH:26][C:27]=3[CH3:28])[C:22](O)=[O:23])[C:13]=2[CH:12]=[CH:11][C:10]1=[O:42].CN(C(ON1N=NC2C=CC=CC1=2)=[N+](C)C)C.F[P-](F)(F)(F)(F)F.C(N(CC)CC)C.[CH3:74][C:75]([CH3:79])([CH3:78])[CH2:76][NH2:77]. (4) Given the product [CH3:1][C:2]1[CH:3]=[C:4]([NH:5][S:25]([C:19]2[CH:20]=[CH:21][C:22]([F:24])=[CH:23][C:18]=2[F:17])(=[O:27])=[O:26])[CH:6]=[C:7]([CH3:9])[CH:8]=1, predict the reactants needed to synthesize it. The reactants are: [CH3:1][C:2]1[CH:3]=[C:4]([CH:6]=[C:7]([CH3:9])[CH:8]=1)[NH2:5].C(N(CC)CC)C.[F:17][C:18]1[CH:23]=[C:22]([F:24])[CH:21]=[CH:20][C:19]=1[S:25](Cl)(=[O:27])=[O:26]. (5) Given the product [CH2:17]([O:16][C:14](=[O:15])[NH:13][C:11]1[N:1]=[C:2]2[CH:3]=[C:4]([Cl:8])[N:5]=[CH:6][N:7]2[CH:10]=1)[CH3:18], predict the reactants needed to synthesize it. The reactants are: [NH2:1][C:2]1[N:7]=[CH:6][N:5]=[C:4]([Cl:8])[CH:3]=1.Cl[CH2:10][C:11]([NH:13][C:14]([O:16][CH2:17][CH3:18])=[O:15])=O. (6) Given the product [CH2:1]([O:3][C:4]([C:6]1[NH:14][C:13]2[C:12]([F:15])=[CH:11][N:10]=[CH:9][C:8]=2[C:7]=1[NH:16][C:19]1[CH:20]=[CH:21][C:22]([Si:24]([CH3:26])([CH3:25])[CH3:27])=[CH:23][C:18]=1[F:17])=[O:5])[CH3:2], predict the reactants needed to synthesize it. The reactants are: [CH2:1]([O:3][C:4]([C:6]1[NH:14][C:13]2[C:12]([F:15])=[CH:11][N:10]=[CH:9][C:8]=2[C:7]=1[NH2:16])=[O:5])[CH3:2].[F:17][C:18]1[CH:23]=[C:22]([Si:24]([CH3:27])([CH3:26])[CH3:25])[CH:21]=[CH:20][C:19]=1OS(C(F)(F)F)(=O)=O.CC1(C)C2C(=C(P(C3C=CC=CC=3)C3C=CC=CC=3)C=CC=2)OC2C(P(C3C=CC=CC=3)C3C=CC=CC=3)=CC=CC1=2.C(=O)([O-])[O-].[Cs+].[Cs+]. (7) Given the product [CH3:1][Si:2]([CH3:15])([CH3:14])[CH2:3][CH2:4][O:5][CH2:6][N:7]1[CH:11]=[CH:10][C:9]([CH:12]=[O:13])=[N:8]1, predict the reactants needed to synthesize it. The reactants are: [CH3:1][Si:2]([CH3:15])([CH3:14])[CH2:3][CH2:4][O:5][CH2:6][N:7]1[CH:11]=[CH:10][C:9]([CH2:12][OH:13])=[N:8]1. (8) Given the product [S:24]1[CH2:25][CH2:26][N:27]2[CH:28]=[C:21]([C@@H:19]([OH:20])[C@H:15]3[C:14](=[O:30])[N:13]4[C@@H:16]3[S:17][CH:18]=[C:12]4[C:10]([OH:11])=[O:9])[N:22]=[C:23]12, predict the reactants needed to synthesize it. The reactants are: [N+](C1C=CC(C[O:9][C:10]([C:12]2[N:13]3[C@H:16]([S:17][CH:18]=2)[C@:15](Br)([C@H:19]([C:21]2[N:22]=[C:23]4[N:27]([CH:28]=2)[CH2:26][CH2:25][S:24]4)[OH:20])[C:14]3=[O:30])=[O:11])=CC=1)([O-])=O.P([O-])([O-])([O-])=O.[OH-].[Na+].C(OCC)(=O)C. (9) Given the product [F:1][C:2]1[C:7]([C:8]2[C:9](=[O:19])[NH:10][C:11](=[O:18])[N:12]([CH2:14][CH2:15][CH2:16][N:31]3[CH2:32][C@H:33]4[C@:29]([C:26]5[CH:25]=[CH:24][C:23]([C:22]([F:21])([F:36])[F:35])=[CH:28][CH:27]=5)([CH2:34]4)[CH2:30]3)[CH:13]=2)=[CH:6][CH:5]=[C:4]([CH3:20])[N:3]=1, predict the reactants needed to synthesize it. The reactants are: [F:1][C:2]1[C:7]([C:8]2[C:9](=[O:19])[NH:10][C:11](=[O:18])[N:12]([CH2:14][CH2:15][CH:16]=O)[CH:13]=2)=[CH:6][CH:5]=[C:4]([CH3:20])[N:3]=1.[F:21][C:22]([F:36])([F:35])[C:23]1[CH:28]=[CH:27][C:26]([C@:29]23[CH2:34][C@H:33]2[CH2:32][NH:31][CH2:30]3)=[CH:25][CH:24]=1.[BH-](OC(C)=O)(OC(C)=O)OC(C)=O.[Na+].[OH-].[Na+]. (10) Given the product [C:12]([C:11]1[CH:14]=[CH:15][C:8]([C:3]2[C:2]([S:1][C:17]([CH3:24])([CH3:23])[C:18]([O:20][CH2:21][CH3:22])=[O:19])=[CH:7][CH:6]=[CH:5][N:4]=2)=[CH:9][CH:10]=1)#[N:13], predict the reactants needed to synthesize it. The reactants are: [SH:1][C:2]1[C:3]([C:8]2[CH:15]=[CH:14][C:11]([C:12]#[N:13])=[CH:10][CH:9]=2)=[N:4][CH:5]=[CH:6][CH:7]=1.Br[C:17]([CH3:24])([CH3:23])[C:18]([O:20][CH2:21][CH3:22])=[O:19].C([O-])([O-])=O.[K+].[K+].